From a dataset of Reaction yield outcomes from USPTO patents with 853,638 reactions. Predict the reaction yield, written as a fraction of the theoretical maximum amount of product (1.0 means a 100% yield; for example, 0.34 means a 34% yield). (1) The reactants are [CH2:1]([N:8]1[C:16]2[C:15](=[O:17])[NH:14][C:13](=[O:18])[N:12]([CH3:19])[C:11]=2[N:10]=[C:9]1[Br:20])[C:2]1[CH:7]=[CH:6][CH:5]=[CH:4][CH:3]=1.[H-].[Na+].[C:23]([O:26][C@H:27]([CH3:33])[CH2:28][CH2:29][CH2:30][CH2:31]Cl)(=[O:25])[CH3:24]. The catalyst is CS(C)=O. The product is [C:23]([O:26][C@H:27]([CH3:33])[CH2:28][CH2:29][CH2:30][CH2:31][N:14]1[C:15](=[O:17])[C:16]2[N:8]([CH2:1][C:2]3[CH:7]=[CH:6][CH:5]=[CH:4][CH:3]=3)[C:9]([Br:20])=[N:10][C:11]=2[N:12]([CH3:19])[C:13]1=[O:18])(=[O:25])[CH3:24]. The yield is 0.860. (2) The reactants are [OH:1][C:2]1[CH:9]=[C:8]([N:10]2[CH2:15][CH2:14][O:13][CH2:12][CH2:11]2)[CH:7]=[CH:6][C:3]=1[CH:4]=O.O.[NH2:17][NH2:18]. The catalyst is N1C=CC=CC=1. The product is [N:17](=[CH:4][C:3]1[CH:6]=[CH:7][C:8]([N:10]2[CH2:15][CH2:14][O:13][CH2:12][CH2:11]2)=[CH:9][C:2]=1[OH:1])[NH2:18]. The yield is 0.670. (3) The reactants are [Br:1][C:2]1[CH:7]=[CH:6][C:5]([N:8]2[C:13]3=[N:14][C:15]4[C:20]([Cl:21])=[CH:19][CH:18]=[C:17]([CH2:22][OH:23])[C:16]=4[N:12]3[CH2:11][CH2:10][CH2:9]2)=[C:4]([Cl:24])[CH:3]=1.CC(OI1(OC(C)=O)(OC(C)=O)OC(=O)C2C=CC=CC1=2)=O. The catalyst is CS(C)=O. The product is [Br:1][C:2]1[CH:7]=[CH:6][C:5]([N:8]2[C:13]3=[N:14][C:15]4[C:16](=[C:17]([CH:22]=[O:23])[CH:18]=[CH:19][C:20]=4[Cl:21])[N:12]3[CH2:11][CH2:10][CH2:9]2)=[C:4]([Cl:24])[CH:3]=1. The yield is 0.970.